This data is from Forward reaction prediction with 1.9M reactions from USPTO patents (1976-2016). The task is: Predict the product of the given reaction. (1) Given the reactants Br[C:2]1[C:3]2[O:12][C:11]([CH2:13][N:14]3[CH2:19][CH2:18][N:17]([S:20]([CH3:23])(=[O:22])=[O:21])[CH2:16][CH2:15]3)=[CH:10][C:4]=2[C:5](=[O:9])[N:6]([CH3:8])[CH:7]=1.IC1C(=O)N(C)C=C(I)C=1OC.C(=O)([O-])[O-].[K+].[K+].[C:42]1([CH:48]([NH:50][C:51]2[CH:56]=[CH:55][CH:54]=[C:53](B3OC(C)(C)C(C)(C)O3)[CH:52]=2)[CH3:49])[CH:47]=[CH:46][CH:45]=[CH:44][CH:43]=1, predict the reaction product. The product is: [CH3:8][N:6]1[CH:7]=[C:2]([C:55]2[CH:54]=[CH:53][CH:52]=[C:51]([NH:50][CH:48]([C:42]3[CH:47]=[CH:46][CH:45]=[CH:44][CH:43]=3)[CH3:49])[CH:56]=2)[C:3]2[O:12][C:11]([CH2:13][N:14]3[CH2:19][CH2:18][N:17]([S:20]([CH3:23])(=[O:22])=[O:21])[CH2:16][CH2:15]3)=[CH:10][C:4]=2[C:5]1=[O:9]. (2) Given the reactants C(OC([NH:8][CH2:9][C:10](O)=[O:11])=O)(C)(C)C.[CH2:13]([C@@H:20]1[NH:25][CH2:24][CH2:23][N:22]([C:26]2[CH:31]=[CH:30][C:29]([O:32][CH3:33])=[C:28]([O:34][CH:35]3[CH2:38][CH2:37][CH2:36]3)[CH:27]=2)[CH2:21]1)[C:14]1[CH:19]=[CH:18][CH:17]=[CH:16][CH:15]=1, predict the reaction product. The product is: [NH2:8][CH2:9][C:10]([N:25]1[CH2:24][CH2:23][N:22]([C:26]2[CH:31]=[CH:30][C:29]([O:32][CH3:33])=[C:28]([O:34][CH:35]3[CH2:38][CH2:37][CH2:36]3)[CH:27]=2)[CH2:21][C@@H:20]1[CH2:13][C:14]1[CH:15]=[CH:16][CH:17]=[CH:18][CH:19]=1)=[O:11].